From a dataset of Peptide-MHC class I binding affinity with 185,985 pairs from IEDB/IMGT. Regression. Given a peptide amino acid sequence and an MHC pseudo amino acid sequence, predict their binding affinity value. This is MHC class I binding data. The peptide sequence is VPVWKEATTT. The MHC is HLA-A01:01 with pseudo-sequence HLA-A01:01. The binding affinity (normalized) is 0.0311.